Task: Predict the reactants needed to synthesize the given product.. Dataset: Full USPTO retrosynthesis dataset with 1.9M reactions from patents (1976-2016) (1) Given the product [C:1]([C:3]1[CH:8]=[CH:7][C:6]([N:9]2[C:13]([C:14]3[CH:19]=[CH:18][C:17]([S:20]([CH3:21])=[O:38])=[CH:16][CH:15]=3)=[CH:12][CH:11]=[C:10]2[CH2:22][CH2:23][C:24]([O:26][CH2:27][CH3:28])=[O:25])=[C:5]([CH3:29])[CH:4]=1)#[N:2], predict the reactants needed to synthesize it. The reactants are: [C:1]([C:3]1[CH:8]=[CH:7][C:6]([N:9]2[C:13]([C:14]3[CH:19]=[CH:18][C:17]([S:20][CH3:21])=[CH:16][CH:15]=3)=[CH:12][CH:11]=[C:10]2[CH2:22][CH2:23][C:24]([O:26][CH2:27][CH3:28])=[O:25])=[C:5]([CH3:29])[CH:4]=1)#[N:2].C1C=C(Cl)C=C(C(OO)=[O:38])C=1. (2) Given the product [F:63][C:62]1[CH:61]=[CH:60][CH:59]=[C:58]([F:64])[C:57]=1[NH:54][C:55](=[O:56])[NH:32][C:33]1[CH:34]=[CH:35][C:36]([C:39]2[S:43][C:42]([CH:44]3[CH2:45][CH2:46][CH:47]([C:50]([O:52][CH3:53])=[O:51])[CH2:48][CH2:49]3)=[N:41][CH:40]=2)=[CH:37][CH:38]=1, predict the reactants needed to synthesize it. The reactants are: FC(F)(F)C1C=C(NC(=O)NC2C=CC(C3SC(CCC(OC)=O)=NC=3)=CC=2)C=CC=1.[NH2:32][C:33]1[CH:38]=[CH:37][C:36]([C:39]2[S:43][C:42]([CH:44]3[CH2:49][CH2:48][CH:47]([C:50]([O:52][CH3:53])=[O:51])[CH2:46][CH2:45]3)=[N:41][CH:40]=2)=[CH:35][CH:34]=1.[N:54]([C:57]1[C:62]([F:63])=[CH:61][CH:60]=[CH:59][C:58]=1[F:64])=[C:55]=[O:56]. (3) Given the product [C:23]([O:22][C:20]([C:18]1[S:19][C:15]([C:2]2[CH:7]=[C:6]([CH3:8])[N+:5]([O-:9])=[N:4][CH:3]=2)=[CH:16][N:17]=1)=[O:21])([CH3:26])([CH3:24])[CH3:25], predict the reactants needed to synthesize it. The reactants are: Br[C:2]1[CH:7]=[C:6]([CH3:8])[N+:5]([O-:9])=[N:4][CH:3]=1.C([Sn](CCCC)(CCCC)[C:15]1[S:19][C:18]([C:20]([O:22][C:23]([CH3:26])([CH3:25])[CH3:24])=[O:21])=[N:17][CH:16]=1)CCC.N#N.O1C=CC=C1P(C1OC=CC=1)C1OC=CC=1.